The task is: Predict the product of the given reaction.. This data is from Forward reaction prediction with 1.9M reactions from USPTO patents (1976-2016). (1) The product is: [CH3:11][C:3]1[C:2]([O:1][CH2:12][CH:13]=[CH2:14])=[CH:10][CH:9]=[CH:8][C:4]=1[C:5]([O:7][CH3:16])=[O:6]. Given the reactants [OH:1][C:2]1[C:3]([CH3:11])=[C:4]([CH:8]=[CH:9][CH:10]=1)[C:5]([O-:7])=[O:6].[CH2:12](Br)[CH:13]=[CH2:14].[C:16](=O)([O-])[O-].[Cs+].[Cs+], predict the reaction product. (2) Given the reactants C([O:5][C:6](=O)[CH2:7][CH2:8][C:9]1[CH2:14][CH2:13][C:12]([CH3:16])([CH3:15])[CH2:11][CH:10]=1)CCC.C1(C)C=CC=CC=1.C[SiH](O)C.C[Si](C)(C)C.C[Si](O)(C)C.[OH-].[K+], predict the reaction product. The product is: [CH3:15][C:12]1([CH3:16])[CH2:13][CH2:14][C:9]([CH2:8][CH2:7][CH2:6][OH:5])=[CH:10][CH2:11]1. (3) Given the reactants C(OP([CH2:9][C:10]([O:12][CH2:13][CH3:14])=[O:11])(OCC)=O)C.[H-].[Na+].[H][H].[CH3:19][O:20][C:21]1[CH:22]=[C:23]2[C:27](=[CH:28][CH:29]=1)[NH:26][CH:25]=[C:24]2[CH:30]=O.P(=O)([O-])[O-], predict the reaction product. The product is: [CH2:13]([O:12][C:10](=[O:11])[CH:9]=[CH:30][C:24]1[C:23]2[C:27](=[CH:28][CH:29]=[C:21]([O:20][CH3:19])[CH:22]=2)[NH:26][CH:25]=1)[CH3:14].